From a dataset of NCI-60 drug combinations with 297,098 pairs across 59 cell lines. Regression. Given two drug SMILES strings and cell line genomic features, predict the synergy score measuring deviation from expected non-interaction effect. (1) Drug 1: C1=CC(=C2C(=C1NCCNCCO)C(=O)C3=C(C=CC(=C3C2=O)O)O)NCCNCCO. Drug 2: C1=C(C(=O)NC(=O)N1)F. Cell line: HT29. Synergy scores: CSS=35.8, Synergy_ZIP=-15.4, Synergy_Bliss=-23.2, Synergy_Loewe=-16.7, Synergy_HSA=-15.8. (2) Drug 1: CC1=C2C(C(=O)C3(C(CC4C(C3C(C(C2(C)C)(CC1OC(=O)C(C(C5=CC=CC=C5)NC(=O)OC(C)(C)C)O)O)OC(=O)C6=CC=CC=C6)(CO4)OC(=O)C)OC)C)OC. Drug 2: C1=NC2=C(N1)C(=S)N=C(N2)N. Cell line: HOP-92. Synergy scores: CSS=45.0, Synergy_ZIP=4.17, Synergy_Bliss=3.98, Synergy_Loewe=7.52, Synergy_HSA=8.60. (3) Drug 1: CCCS(=O)(=O)NC1=C(C(=C(C=C1)F)C(=O)C2=CNC3=C2C=C(C=N3)C4=CC=C(C=C4)Cl)F. Drug 2: CC(C)NC(=O)C1=CC=C(C=C1)CNNC.Cl. Cell line: A498. Synergy scores: CSS=-2.55, Synergy_ZIP=-0.365, Synergy_Bliss=-2.74, Synergy_Loewe=-5.83, Synergy_HSA=-4.61. (4) Drug 1: C1=C(C(=O)NC(=O)N1)F. Drug 2: CCC1(CC2CC(C3=C(CCN(C2)C1)C4=CC=CC=C4N3)(C5=C(C=C6C(=C5)C78CCN9C7C(C=CC9)(C(C(C8N6C=O)(C(=O)OC)O)OC(=O)C)CC)OC)C(=O)OC)O.OS(=O)(=O)O. Cell line: SF-268. Synergy scores: CSS=36.5, Synergy_ZIP=-5.25, Synergy_Bliss=4.53, Synergy_Loewe=-1.66, Synergy_HSA=4.63. (5) Drug 1: C1C(C(OC1N2C=NC3=C(N=C(N=C32)Cl)N)CO)O. Drug 2: CC1CCC2CC(C(=CC=CC=CC(CC(C(=O)C(C(C(=CC(C(=O)CC(OC(=O)C3CCCCN3C(=O)C(=O)C1(O2)O)C(C)CC4CCC(C(C4)OC)O)C)C)O)OC)C)C)C)OC. Cell line: BT-549. Synergy scores: CSS=31.2, Synergy_ZIP=-6.51, Synergy_Bliss=0.0854, Synergy_Loewe=-0.753, Synergy_HSA=1.70.